The task is: Predict which catalyst facilitates the given reaction.. This data is from Catalyst prediction with 721,799 reactions and 888 catalyst types from USPTO. Reactant: [Br:1][C:2]1[CH:7]=[CH:6][C:5]([OH:8])=[C:4]([Cl:9])[CH:3]=1.[CH3:10][Si:11](N[Si:11]([CH3:13])([CH3:12])[CH3:10])([CH3:13])[CH3:12]. Product: [Br:1][C:2]1[CH:7]=[CH:6][C:5]([O:8][Si:11]([CH3:13])([CH3:12])[CH3:10])=[C:4]([Cl:9])[CH:3]=1. The catalyst class is: 1.